Dataset: NCI-60 drug combinations with 297,098 pairs across 59 cell lines. Task: Regression. Given two drug SMILES strings and cell line genomic features, predict the synergy score measuring deviation from expected non-interaction effect. (1) Drug 1: C1=CC(=CC=C1C#N)C(C2=CC=C(C=C2)C#N)N3C=NC=N3. Drug 2: CC1CCCC2(C(O2)CC(NC(=O)CC(C(C(=O)C(C1O)C)(C)C)O)C(=CC3=CSC(=N3)C)C)C. Cell line: ACHN. Synergy scores: CSS=30.6, Synergy_ZIP=2.09, Synergy_Bliss=0.878, Synergy_Loewe=-20.1, Synergy_HSA=-0.0999. (2) Drug 1: C1=CC(=CC=C1CC(C(=O)O)N)N(CCCl)CCCl.Cl. Drug 2: C1=NC(=NC(=O)N1C2C(C(C(O2)CO)O)O)N. Cell line: UACC-257. Synergy scores: CSS=-7.65, Synergy_ZIP=2.25, Synergy_Bliss=-0.944, Synergy_Loewe=-7.04, Synergy_HSA=-6.49. (3) Drug 1: CN1C(=O)N2C=NC(=C2N=N1)C(=O)N. Drug 2: CC1CCCC2(C(O2)CC(NC(=O)CC(C(C(=O)C(C1O)C)(C)C)O)C(=CC3=CSC(=N3)C)C)C. Cell line: NCI-H460. Synergy scores: CSS=36.5, Synergy_ZIP=-2.26, Synergy_Bliss=-8.15, Synergy_Loewe=-33.3, Synergy_HSA=-9.48. (4) Drug 1: CC(C)(C#N)C1=CC(=CC(=C1)CN2C=NC=N2)C(C)(C)C#N. Drug 2: C1=CC=C(C=C1)NC(=O)CCCCCCC(=O)NO. Cell line: MOLT-4. Synergy scores: CSS=49.0, Synergy_ZIP=-0.537, Synergy_Bliss=-0.204, Synergy_Loewe=-5.76, Synergy_HSA=-3.04.